This data is from Forward reaction prediction with 1.9M reactions from USPTO patents (1976-2016). The task is: Predict the product of the given reaction. (1) Given the reactants [NH3:1].C(=O)=O.CC(C)=O.Cl[C:10]1[C:11]2[N:12]([C:16]([CH:29]3[CH2:32][CH2:31][CH2:30]3)=[N:17][C:18]=2[C:19]2[CH:28]=[C:27]3[C:22]([CH:23]=[CH:24][CH:25]=[N:26]3)=[CH:21][CH:20]=2)[CH:13]=[CH:14][N:15]=1, predict the reaction product. The product is: [CH:29]1([C:16]2[N:12]3[CH:13]=[CH:14][N:15]=[C:10]([NH2:1])[C:11]3=[C:18]([C:19]3[CH:28]=[C:27]4[C:22]([CH:23]=[CH:24][CH:25]=[N:26]4)=[CH:21][CH:20]=3)[N:17]=2)[CH2:32][CH2:31][CH2:30]1. (2) Given the reactants F[C:2]1[C:11]2[N:10]=[CH:9][CH:8]=[CH:7][C:6]=2[C:5]([S:12](Cl)(=[O:14])=[O:13])=[CH:4][CH:3]=1.CC[N:18]([CH:22]([CH3:24])C)[CH:19]([CH3:21])C.N1CCCC1.[H-].[Na+].[Na].[CH3:33][Si:34]([CH:37](O)[CH3:38])([CH3:36])[CH3:35].C1C[O:43]CC1, predict the reaction product. The product is: [CH3:33][Si:34]([CH3:36])([CH3:35])[CH2:37][CH2:38][O:43][C:2]1[CH:3]=[CH:4][C:5]([S:12]([N:18]2[CH2:19][CH2:21][CH2:24][CH2:22]2)(=[O:14])=[O:13])=[C:6]2[C:11]=1[N:10]=[CH:9][CH:8]=[CH:7]2. (3) Given the reactants [CH:1]([NH:4][CH:5]([CH3:7])C)([CH3:3])C.[Li][CH2:9][CH2:10][CH2:11][CH3:12].[NH:13]1[CH:17]=[C:16]([C:18]2[S:19][CH:20]=[CH:21][N:22]=2)[CH:15]=[N:14]1.C1C[O:26]CC1, predict the reaction product. The product is: [NH:13]1[CH:17]=[C:16]([C:18]2[S:19][C:20]([C:11]([C:12]3[CH:3]=[CH:1][N:4]=[CH:5][CH:7]=3)([OH:26])[CH2:10][CH3:9])=[CH:21][N:22]=2)[CH:15]=[N:14]1. (4) Given the reactants [C:1]([C:4]1[CH:5]=[C:6]2[C:10](=[CH:11][CH:12]=1)[NH:9][C:8]([C:13]([O:15]CC)=[O:14])=[CH:7]2)(=[O:3])[NH2:2].C([O-])([O-])=O.[Cs+].[Cs+].Cl.O, predict the reaction product. The product is: [C:1]([C:4]1[CH:5]=[C:6]2[C:10](=[CH:11][CH:12]=1)[NH:9][C:8]([C:13]([OH:15])=[O:14])=[CH:7]2)(=[O:3])[NH2:2]. (5) Given the reactants [N:1]1[CH:6]=[CH:5][N:4]=[CH:3][C:2]=1[C:7]([O:9]C)=O.[C:11](#[N:13])[CH3:12].[H-].[Na+:15].C(OC)(C)(C)C, predict the reaction product. The product is: [C:11]([CH:12]=[C:7]([C:2]1[CH:3]=[N:4][CH:5]=[CH:6][N:1]=1)[O-:9])#[N:13].[Na+:15]. (6) Given the reactants [F:1][C:2]1[C:10]([O:11][CH2:12][C:13]2[S:14][C:15]3[CH:21]=[CH:20][C:19]([C:22]4[CH:27]=[CH:26][CH:25]=[C:24]([O:28]C)[CH:23]=4)=[CH:18][C:16]=3[N:17]=2)=[CH:9][CH:8]=[C:7]([F:30])[C:3]=1[C:4]([NH2:6])=[O:5].B(Br)(Br)Br.O, predict the reaction product. The product is: [F:1][C:2]1[C:10]([O:11][CH2:12][C:13]2[S:14][C:15]3[CH:21]=[CH:20][C:19]([C:22]4[CH:27]=[CH:26][CH:25]=[C:24]([OH:28])[CH:23]=4)=[CH:18][C:16]=3[N:17]=2)=[CH:9][CH:8]=[C:7]([F:30])[C:3]=1[C:4]([NH2:6])=[O:5].